From a dataset of Reaction yield outcomes from USPTO patents with 853,638 reactions. Predict the reaction yield, written as a fraction of the theoretical maximum amount of product (1.0 means a 100% yield; for example, 0.34 means a 34% yield). (1) The reactants are Br[C:2]1[CH:3]=[CH:4][C:5]([O:8][CH3:9])=[N:6][CH:7]=1.CC([O-])(C)C.[K+].C1C=CC(P(C2C(C3C(P(C4C=CC=CC=4)C4C=CC=CC=4)=CC=C4C=3C=CC=C4)=C3C(C=CC=C3)=CC=2)C2C=CC=CC=2)=CC=1.[F:62][C:63]1[CH:68]=[CH:67][C:66]([NH:69][CH3:70])=[CH:65][CH:64]=1. The catalyst is CN(C=O)C.CC([O-])=O.CC([O-])=O.[Pd+2]. The product is [F:62][C:63]1[CH:68]=[CH:67][C:66]([N:69]([CH3:70])[C:2]2[CH:7]=[N:6][C:5]([O:8][CH3:9])=[CH:4][CH:3]=2)=[CH:65][CH:64]=1. The yield is 0.0800. (2) The reactants are [F:1][C:2]1[CH:7]=[C:6]([F:8])[CH:5]=[CH:4][C:3]=1[N:9]1[C:13]([C:14]2[S:23][C:22]3[C:21]4[N:24]=[C:25]([C:28]5[CH:29]=[N:30][C:31](F)=[CH:32][CH:33]=5)[CH:26]=[CH:27][C:20]=4[O:19][CH2:18][CH2:17][C:16]=3[CH:15]=2)=[N:12][CH:11]=[N:10]1.[NH:35]1[CH2:40][CH2:39][CH2:38][CH2:37][CH2:36]1. The catalyst is CN1C(=O)CCC1. The product is [F:1][C:2]1[CH:7]=[C:6]([F:8])[CH:5]=[CH:4][C:3]=1[N:9]1[C:13]([C:14]2[S:23][C:22]3[C:21]4[N:24]=[C:25]([C:28]5[CH:33]=[CH:32][C:31]([N:35]6[CH2:40][CH2:39][CH2:38][CH2:37][CH2:36]6)=[N:30][CH:29]=5)[CH:26]=[CH:27][C:20]=4[O:19][CH2:18][CH2:17][C:16]=3[CH:15]=2)=[N:12][CH:11]=[N:10]1. The yield is 0.0850. (3) The yield is 0.155. The reactants are Br[C:2]1[C:3](=[O:22])[N:4]([CH3:21])[N:5]=[C:6]([O:8][CH2:9][C@H:10]2[CH2:12][C@@H:11]2[C:13]2[CH:18]=[CH:17][C:16]([O:19][CH3:20])=[CH:15][N:14]=2)[CH:7]=1.[Cl:23][C:24]1[CH:25]=[CH:26][C:27]([CH2:31][NH2:32])=[N:28][C:29]=1[CH3:30].C1C=CC(P(C2C(C3C(P(C4C=CC=CC=4)C4C=CC=CC=4)=CC=C4C=3C=CC=C4)=C3C(C=CC=C3)=CC=2)C2C=CC=CC=2)=CC=1.CC([O-])(C)C.[Na+]. The catalyst is C1(C)C=CC=CC=1.C(#N)C.O.C1C=CC(/C=C/C(/C=C/C2C=CC=CC=2)=O)=CC=1.C1C=CC(/C=C/C(/C=C/C2C=CC=CC=2)=O)=CC=1.C1C=CC(/C=C/C(/C=C/C2C=CC=CC=2)=O)=CC=1.[Pd].[Pd]. The product is [Cl:23][C:24]1[CH:25]=[CH:26][C:27]([CH2:31][NH:32][C:2]2[C:3](=[O:22])[N:4]([CH3:21])[N:5]=[C:6]([O:8][CH2:9][C@H:10]3[CH2:12][C@@H:11]3[C:13]3[CH:18]=[CH:17][C:16]([O:19][CH3:20])=[CH:15][N:14]=3)[CH:7]=2)=[N:28][C:29]=1[CH3:30]. (4) The product is [NH2:8][C@H:9]([C:17]1[CH:22]=[CH:21][CH:20]=[CH:19][CH:18]=1)[CH2:10][N:34]1[C:33](=[O:52])[C:32]([C:25]2[CH:26]=[CH:27][CH:28]=[C:29]([O:30][CH3:31])[C:24]=2[F:23])=[C:37]([CH3:38])[N:36]([CH2:39][C:40]2[C:45]([C:46]([F:48])([F:49])[F:47])=[CH:44][CH:43]=[CH:42][C:41]=2[F:50])[C:35]1=[O:51]. The yield is 0.840. The catalyst is CN(C=O)C. The reactants are C(OC([NH:8][C@H:9]([C:17]1[CH:22]=[CH:21][CH:20]=[CH:19][CH:18]=1)[CH2:10]COS(C)(=O)=O)=O)(C)(C)C.[F:23][C:24]1[C:29]([O:30][CH3:31])=[CH:28][CH:27]=[CH:26][C:25]=1[C:32]1[C:33](=[O:52])[NH:34][C:35](=[O:51])[N:36]([CH2:39][C:40]2[C:45]([C:46]([F:49])([F:48])[F:47])=[CH:44][CH:43]=[CH:42][C:41]=2[F:50])[C:37]=1[CH3:38].CN(C)C(N(C)C)=N.OP(O)(O)=O.O.C(OC(C)C)(=O)C. (5) The reactants are C[N:2]([C:20]1[C:21]([CH3:27])=[N:22][N:23]([CH3:26])[C:24]=1[CH3:25])[S:3]([C:6]1[CH:11]=[CH:10][C:9](C2C=CC=C(C=O)C=2)=[CH:8][CH:7]=1)(=[O:5])=[O:4].[N:28]1([C:34]2[CH:39]=[C:38](B3OC(C)(C)C(C)(C)O3)[CH:37]=[CH:36][N:35]=2)[CH2:33][CH2:32][NH:31][CH2:30][CH2:29]1.P([O-])([O-])([O-])=O.[K+].[K+].[K+].C(Cl)[Cl:58]. The catalyst is CN(C=O)C.O.C1C=CC(P(C2C=CC=CC=2)[C-]2C=CC=C2)=CC=1.C1C=CC(P(C2C=CC=CC=2)[C-]2C=CC=C2)=CC=1.Cl[Pd]Cl.[Fe+2]. The product is [Cl:58][C:11]1[CH:10]=[C:9]([C:38]2[CH:37]=[CH:36][N:35]=[C:34]([N:28]3[CH2:33][CH2:32][NH:31][CH2:30][CH2:29]3)[CH:39]=2)[CH:8]=[CH:7][C:6]=1[S:3]([NH:2][C:20]1[C:21]([CH3:27])=[N:22][N:23]([CH3:26])[C:24]=1[CH3:25])(=[O:4])=[O:5]. The yield is 0.680.